Dataset: NCI-60 drug combinations with 297,098 pairs across 59 cell lines. Task: Regression. Given two drug SMILES strings and cell line genomic features, predict the synergy score measuring deviation from expected non-interaction effect. (1) Drug 1: CC1=C(C=C(C=C1)C(=O)NC2=CC(=CC(=C2)C(F)(F)F)N3C=C(N=C3)C)NC4=NC=CC(=N4)C5=CN=CC=C5. Drug 2: C1=CN(C=N1)CC(O)(P(=O)(O)O)P(=O)(O)O. Cell line: HS 578T. Synergy scores: CSS=-0.474, Synergy_ZIP=0.857, Synergy_Bliss=0.547, Synergy_Loewe=0.674, Synergy_HSA=-2.04. (2) Drug 1: CN(CC1=CN=C2C(=N1)C(=NC(=N2)N)N)C3=CC=C(C=C3)C(=O)NC(CCC(=O)O)C(=O)O. Drug 2: CC1=CC=C(C=C1)C2=CC(=NN2C3=CC=C(C=C3)S(=O)(=O)N)C(F)(F)F. Cell line: KM12. Synergy scores: CSS=44.4, Synergy_ZIP=1.56, Synergy_Bliss=-1.74, Synergy_Loewe=-55.6, Synergy_HSA=-0.957.